Dataset: Catalyst prediction with 721,799 reactions and 888 catalyst types from USPTO. Task: Predict which catalyst facilitates the given reaction. Reactant: [CH3:1][O:2][C:3]1[CH:4]=[C:5]([CH2:13][CH2:14][C:15]([OH:17])=O)[CH:6]=[CH:7][C:8]=1[O:9][CH2:10][C:11]#[CH:12].[Cl:18][C:19]1[CH:20]=[C:21]([CH:26]([NH2:28])[CH3:27])[CH:22]=[CH:23][C:24]=1[Cl:25].CCN=C=NCCCN(C)C.CN(C)C=O. Product: [Cl:18][C:19]1[CH:20]=[C:21]([CH:26]([NH:28][C:15](=[O:17])[CH2:14][CH2:13][C:5]2[CH:6]=[CH:7][C:8]([O:9][CH2:10][C:11]#[CH:12])=[C:3]([O:2][CH3:1])[CH:4]=2)[CH3:27])[CH:22]=[CH:23][C:24]=1[Cl:25]. The catalyst class is: 6.